From a dataset of Catalyst prediction with 721,799 reactions and 888 catalyst types from USPTO. Predict which catalyst facilitates the given reaction. (1) Reactant: [CH3:1][N:2]1[CH2:7][CH2:6][C:5]([CH2:15][NH2:16])([C:8]2[CH:13]=[CH:12][C:11]([F:14])=[CH:10][CH:9]=2)[CH2:4][CH2:3]1.[C:17]([C:19]1[CH:20]=[C:21]([C:30](Cl)=[O:31])[C:22]2[C:27]([C:28]=1[CH3:29])=[CH:26][CH:25]=[CH:24][CH:23]=2)#[N:18]. Product: [CH3:1][N:2]1[CH2:7][CH2:6][C:5]([C:8]2[CH:9]=[CH:10][C:11]([F:14])=[CH:12][CH:13]=2)([CH2:15][NH:16][C:30]([C:21]2[C:22]3[C:27](=[CH:26][CH:25]=[CH:24][CH:23]=3)[C:28]([CH3:29])=[C:19]([C:17]#[N:18])[CH:20]=2)=[O:31])[CH2:4][CH2:3]1. The catalyst class is: 28. (2) Reactant: Br[C:2]1[C:3]([C:16]2[CH:21]=[CH:20][CH:19]=[CH:18][CH:17]=2)=[N:4][C:5]2[C:10]([N:11]=1)=[CH:9][C:8]([C:12]([O:14][CH3:15])=[O:13])=[CH:7][CH:6]=2.CC1(C)C(C)(C)OB(C2C=CC(N[C:37](=[O:43])[O:38][C:39]([CH3:42])([CH3:41])[CH3:40])=CC=2)O1.[CH:58]1(P([CH:58]2[CH2:63][CH2:62][CH2:61][CH2:60][CH2:59]2)[CH:58]2[CH2:63][CH2:62][CH2:61][CH2:60][CH2:59]2)[CH2:63][CH2:62][CH2:61][CH2:60][CH2:59]1.[O-]P([O-])([O-])=O.[K+].[K+].[K+]. Product: [C:39]([O:38][C:37]([C:58]1[CH:59]=[CH:60][C:61]([C:2]2[C:3]([C:16]3[CH:21]=[CH:20][CH:19]=[CH:18][CH:17]=3)=[N:4][C:5]3[C:10]([N:11]=2)=[CH:9][C:8]([C:12]([O:14][CH3:15])=[O:13])=[CH:7][CH:6]=3)=[CH:62][CH:63]=1)=[O:43])([CH3:42])([CH3:41])[CH3:40]. The catalyst class is: 102. (3) Reactant: Cl[C:2]1[CH:3]=[CH:4][C:5]([N+:9]([O-:11])=[O:10])=[C:6]([CH:8]=1)[NH2:7].[Cl:12][C:13]1[CH:18]=[CH:17][C:16](B(O)O)=[CH:15][CH:14]=1.[O-]P([O-])([O-])=O.[K+].[K+].[K+]. Product: [Cl:12][C:13]1[CH:18]=[CH:17][C:16]([C:3]2[CH:2]=[CH:8][C:6]([NH2:7])=[C:5]([N+:9]([O-:11])=[O:10])[CH:4]=2)=[CH:15][CH:14]=1. The catalyst class is: 70. (4) Reactant: [CH2:1]([NH:8][C:9]1[CH:24]=[CH:23][C:12]([C:13]([NH:15][C:16]2[CH:21]=[CH:20][C:19]([F:22])=[CH:18][N:17]=2)=O)=[CH:11][N:10]=1)[C:2]1[CH:7]=[CH:6][CH:5]=[CH:4][CH:3]=1.CO.Cl. Product: [CH2:1]([NH:8][C:9]1[CH:24]=[CH:23][C:12]([CH2:13][NH:15][C:16]2[CH:21]=[CH:20][C:19]([F:22])=[CH:18][N:17]=2)=[CH:11][N:10]=1)[C:2]1[CH:3]=[CH:4][CH:5]=[CH:6][CH:7]=1. The catalyst class is: 1. (5) Reactant: [CH2:1]([N:3]1[C:7]([CH3:8])=[C:6]([C:9]([OH:11])=O)[CH:5]=[N:4]1)[CH3:2].S(Cl)(Cl)=O.[NH2:16][C:17]1[CH:18]=[C:19]([CH:32]=[CH:33][CH:34]=1)[C:20]([C:22]1[CH:30]=[C:29]2[C:25]([CH2:26][C:27](=[O:31])[NH:28]2)=[CH:24][CH:23]=1)=[O:21]. Product: [O:31]=[C:27]1[CH2:26][C:25]2[C:29](=[CH:30][C:22]([C:20]([C:19]3[CH:18]=[C:17]([NH:16][C:9]([C:6]4[CH:5]=[N:4][N:3]([CH2:1][CH3:2])[C:7]=4[CH3:8])=[O:11])[CH:34]=[CH:33][CH:32]=3)=[O:21])=[CH:23][CH:24]=2)[NH:28]1. The catalyst class is: 1. (6) Reactant: N1C=CN=C1.II.C1C=CC(P(C2C=CC=CC=2)C2C=CC=CC=2)=CC=1.[CH3:27][C:28]1[C:32]([C:33]2[C:34]([O:57][CH3:58])=[CH:35][C:36]3[C:37]4[N:47]([C@@H:48]([C:50]5[CH:55]=[CH:54][CH:53]=[CH:52][CH:51]=5)[CH3:49])[C:46](=[O:56])[O:45][C:38]=4[C:39]([CH2:43]O)=[N:40][C:41]=3[CH:42]=2)=[C:31]([CH3:59])[O:30][N:29]=1. Product: [CH3:27][C:28]1[C:32]([C:33]2[C:34]([O:57][CH3:58])=[CH:35][C:36]3[C:37]4[N:47]([C@@H:48]([C:50]5[CH:55]=[CH:54][CH:53]=[CH:52][CH:51]=5)[CH3:49])[C:46](=[O:56])[O:45][C:38]=4[C:39]([CH3:43])=[N:40][C:41]=3[CH:42]=2)=[C:31]([CH3:59])[O:30][N:29]=1. The catalyst class is: 34. (7) The catalyst class is: 5. Reactant: Cl[C:2]1[C:7]([CH3:8])=[CH:6][C:5]([N+:9]([O-:11])=[O:10])=[CH:4][N:3]=1.[CH3:12][O-:13].[Na+]. Product: [CH3:12][O:13][C:2]1[C:7]([CH3:8])=[CH:6][C:5]([N+:9]([O-:11])=[O:10])=[CH:4][N:3]=1. (8) Reactant: [NH:1]1[CH2:6][CH2:5][CH:4]([C:7]#[N:8])[CH2:3][CH2:2]1.[C:9](O[C:9]([O:11][C:12]([CH3:15])([CH3:14])[CH3:13])=[O:10])([O:11][C:12]([CH3:15])([CH3:14])[CH3:13])=[O:10].Cl. Product: [C:7]([CH:4]1[CH2:5][CH2:6][N:1]([C:9]([O:11][C:12]([CH3:15])([CH3:14])[CH3:13])=[O:10])[CH2:2][CH2:3]1)#[N:8]. The catalyst class is: 2. (9) Reactant: Br[CH2:2][CH2:3][CH2:4][CH2:5][CH2:6][CH2:7][OH:8].[N-:9]=[N+:10]=[N-:11].[Na+].Cl. Product: [N:9]([CH2:2][CH2:3][CH2:4][CH2:5][CH2:6][CH2:7][OH:8])=[N+:10]=[N-:11]. The catalyst class is: 6.